Predict the reaction yield, written as a fraction of the theoretical maximum amount of product (1.0 means a 100% yield; for example, 0.34 means a 34% yield). From a dataset of Reaction yield outcomes from USPTO patents with 853,638 reactions. (1) The yield is 1.00. The product is [Cl:16][C:12]1[CH:11]=[C:10]([C:4]2[N:3]=[C:2]([NH:17][C:18]3[CH:23]=[CH:22][C:21]([C:24]([CH3:29])([CH3:28])[C:25]([O:36][CH3:35])=[O:26])=[CH:20][CH:19]=3)[CH:7]=[C:6]([CH2:8][CH3:9])[N:5]=2)[CH:15]=[CH:14][CH:13]=1. No catalyst specified. The reactants are Cl[C:2]1[CH:7]=[C:6]([CH2:8][CH3:9])[N:5]=[C:4]([C:10]2[CH:15]=[CH:14][CH:13]=[C:12]([Cl:16])[CH:11]=2)[N:3]=1.[NH2:17][C:18]1[CH:23]=[CH:22][C:21]([C:24]([CH3:29])([CH3:28])[C:25](N)=[O:26])=[CH:20][CH:19]=1.CN1[C:35](=[O:36])CCC1. (2) The reactants are [CH3:1][O:2][C:3]([C:5]1([C:8]2[CH:13]=[CH:12][C:11]([OH:14])=[C:10]([OH:15])[CH:9]=2)[CH2:7][CH2:6]1)=[O:4].CC1C=[CH:19][C:20](S(O)(=O)=O)=[CH:21][CH:22]=1.C1(=O)CCC1. The catalyst is C1(C)C=CC=CC=1. The product is [C:19]12([O:14][C:11]3[CH:12]=[CH:13][C:8]([C:5]4([C:3]([O:2][CH3:1])=[O:4])[CH2:7][CH2:6]4)=[CH:9][C:10]=3[O:15]1)[CH2:20][CH2:21][CH2:22]2. The yield is 0.500. (3) The reactants are [CH3:1][N:2]1[C:7](=[O:8])[CH:6]=[CH:5][C:4]([N:9]2[CH2:14][CH2:13][CH:12]([C:15]([OH:17])=O)[CH2:11][CH2:10]2)=[N:3]1.[Cl:18][C:19]1[CH:20]=[C:21]2[C:25](=[CH:26][CH:27]=1)[NH:24][C:23]([S:28]([N:31]1[CH2:36][CH2:35][NH:34][CH2:33][CH2:32]1)(=[O:30])=[O:29])=[CH:22]2.[B-](F)(F)(F)F.CN(C(ON1N=NC2C1=CC=CC=2)=[N+](C)C)C. The catalyst is CN(C)C=O. The product is [Cl:18][C:19]1[CH:20]=[C:21]2[C:25](=[CH:26][CH:27]=1)[NH:24][C:23]([S:28]([N:31]1[CH2:36][CH2:35][N:34]([C:15]([CH:12]3[CH2:11][CH2:10][N:9]([C:4]4[CH:5]=[CH:6][C:7](=[O:8])[N:2]([CH3:1])[N:3]=4)[CH2:14][CH2:13]3)=[O:17])[CH2:33][CH2:32]1)(=[O:30])=[O:29])=[CH:22]2. The yield is 0.470. (4) The reactants are C(N(CC)CC)C.[CH3:8][C@:9]12[C:15]([CH3:17])([CH3:16])[C@H:12]([CH2:13][CH2:14]1)[CH:11]([C:18](Cl)=[O:19])[C:10]2=O.C(O[C:27]([N:29](C)[NH:30][C:31]1[CH:36]=[CH:35][CH:34]=[C:33]([Cl:37])[C:32]=1[Cl:38])=O)(C)(C)C.Cl.O1CCOCC1. The catalyst is ClCCCl.ClCCl. The product is [Cl:38][C:32]1[C:33]([Cl:37])=[CH:34][CH:35]=[CH:36][C:31]=1[N:30]1[C:18](=[O:19])[C:11]2[C@@H:12]3[C:15]([CH3:17])([CH3:16])[C@@:9]([CH3:8])([CH2:14][CH2:13]3)[C:10]=2[N:29]1[CH3:27]. The yield is 0.360. (5) The reactants are Cl[C:2]1[CH:11]=[CH:10][C:9]2[C:4](=[CH:5][CH:6]=[CH:7][CH:8]=2)[N:3]=1.[CH2:12]([NH2:15])[CH2:13][NH2:14]. No catalyst specified. The product is [N:3]1[C:4]2[C:9](=[CH:8][CH:7]=[CH:6][CH:5]=2)[CH:10]=[CH:11][C:2]=1[NH:14][CH2:13][CH2:12][NH2:15]. The yield is 0.650. (6) The reactants are COC[O:4][C@@H:5]1[CH2:28][C@@H:9]2[C:10](=[O:27])[O:11][C:12]3[C@@H:13]4[CH2:20][CH2:19][C@H:18]([C@H:21]([CH3:25])[CH2:22][O:23][CH3:24])[C@@:14]4([CH3:26])[CH2:15][CH2:16][C:17]=3[C@@:8]2([CH3:29])[CH2:7][CH2:6]1.CC1C=CC(S(O)(=O)=O)=CC=1.[Cl-].[NH4+]. The catalyst is C(O)(C)(C)C. The product is [OH:4][C@@H:5]1[CH2:28][C@@H:9]2[C:10](=[O:27])[O:11][C:12]3[C@@H:13]4[CH2:20][CH2:19][C@H:18]([C@H:21]([CH3:25])[CH2:22][O:23][CH3:24])[C@@:14]4([CH3:26])[CH2:15][CH2:16][C:17]=3[C@@:8]2([CH3:29])[CH2:7][CH2:6]1. The yield is 0.290. (7) The reactants are C([NH:9][C:10]([NH:12][C:13]1[CH:14]=[C:15]([C:21]2[CH:26]=[CH:25][CH:24]=[CH:23][CH:22]=2)[CH:16]=[C:17]([O:19][CH3:20])[CH:18]=1)=[S:11])(=O)C1C=CC=CC=1.C[O-].[Na+]. The catalyst is CO. The product is [CH3:20][O:19][C:17]1[CH:18]=[C:13]([NH:12][C:10]([NH2:9])=[S:11])[CH:14]=[C:15]([C:21]2[CH:26]=[CH:25][CH:24]=[CH:23][CH:22]=2)[CH:16]=1. The yield is 0.880.